From a dataset of Reaction yield outcomes from USPTO patents with 853,638 reactions. Predict the reaction yield, written as a fraction of the theoretical maximum amount of product (1.0 means a 100% yield; for example, 0.34 means a 34% yield). The yield is 0.760. The product is [CH3:38][N:39]([CH3:40])[C:26]([C:23]1[CH:24]=[CH:25][C:19]2[CH:18]=[C:17]([C:12]([C:9]3[CH:10]=[CH:11][C:6]([O:5][CH2:4][C:3](=[O:30])[C:2]([CH3:32])([CH3:31])[CH3:1])=[C:7]([CH3:29])[CH:8]=3)([CH2:15][CH3:16])[CH2:13][CH3:14])[S:21][C:20]=2[CH:22]=1)=[O:27]. The reactants are [CH3:1][C:2]([CH3:32])([CH3:31])[C:3](=[O:30])[CH2:4][O:5][C:6]1[CH:11]=[CH:10][C:9]([C:12]([C:17]2[S:21][C:20]3[CH:22]=[C:23]([C:26](O)=[O:27])[CH:24]=[CH:25][C:19]=3[CH:18]=2)([CH2:15][CH3:16])[CH2:13][CH3:14])=[CH:8][C:7]=1[CH3:29].C(Cl)CCl.Cl.[CH3:38][NH:39][CH3:40]. No catalyst specified.